Dataset: Full USPTO retrosynthesis dataset with 1.9M reactions from patents (1976-2016). Task: Predict the reactants needed to synthesize the given product. (1) Given the product [Cl:1][C:2]1[C:3]([CH3:12])=[CH:4][C:5]([F:11])=[C:6]([C:14]2[N:19]=[C:18]([NH2:20])[N:17]=[C:16]([NH:21][CH3:22])[CH:15]=2)[CH:7]=1, predict the reactants needed to synthesize it. The reactants are: [Cl:1][C:2]1[C:3]([CH3:12])=[CH:4][C:5]([F:11])=[C:6](B(O)O)[CH:7]=1.I[C:14]1[N:19]=[C:18]([NH2:20])[N:17]=[C:16]([NH:21][CH3:22])[CH:15]=1. (2) Given the product [F:1][C:2]1[CH:3]=[CH:4][CH:5]=[C:6]2[C:11]=1[C:10](=[O:12])[NH:9][C:8]([C:13]([NH2:17])=[O:15])=[CH:7]2, predict the reactants needed to synthesize it. The reactants are: [F:1][C:2]1[CH:3]=[CH:4][CH:5]=[C:6]2[C:11]=1[C:10](=[O:12])[NH:9][C:8]([C:13]([O:15]C)=O)=[CH:7]2.[NH3:17].CO. (3) Given the product [CH3:33][C:7]1[CH:6]=[C:5]2[C:10](=[C:9]([CH2:11][O:12][CH2:13][C:14]3([C:27]4[CH:32]=[CH:31][CH:30]=[CH:29][CH:28]=4)[CH2:19][CH2:18][N:17]([C:20]([O:22][C:23]([CH3:26])([CH3:24])[CH3:25])=[O:21])[CH2:16][CH2:15]3)[CH:8]=1)[NH:2][N:3]=[CH:4]2, predict the reactants needed to synthesize it. The reactants are: C[N:2]1[C:10]2[C:5](=[CH:6][C:7]([CH3:33])=[CH:8][C:9]=2[CH2:11][O:12][CH2:13][C:14]2([C:27]3[CH:32]=[CH:31][CH:30]=[CH:29][CH:28]=3)[CH2:19][CH2:18][N:17]([C:20]([O:22][C:23]([CH3:26])([CH3:25])[CH3:24])=[O:21])[CH2:16][CH2:15]2)[CH:4]=[N:3]1.CN1C=C2C(C(COCC3(C4C=CC=CC=4)CCN(C(OC(C)(C)C)=O)CC3)=CC(C)=C2)=N1. (4) Given the product [C:67]([NH:16][C:17]1[CH:18]=[CH:19][C:20]([C:21]([NH:1][C:2]2[S:6][C:5]([C:7]3[CH:12]=[C:11]([Cl:13])[CH:10]=[C:9]([Cl:14])[C:8]=3[OH:15])=[N:4][N:3]=2)=[O:22])=[CH:32][CH:33]=1)(=[O:68])[C:38]1[CH:37]=[CH:36][CH:35]=[CH:34][CH:39]=1, predict the reactants needed to synthesize it. The reactants are: [NH2:1][C:2]1[S:6][C:5]([C:7]2[CH:12]=[C:11]([Cl:13])[CH:10]=[C:9]([Cl:14])[C:8]=2[OH:15])=[N:4][N:3]=1.[NH2:16][C:17]1[CH:33]=[CH:32][C:20]([C:21](C2C=CC=CC=2C(O)=O)=[O:22])=[CH:19][CH:18]=1.[CH:34]1[CH:35]=[CH:36][C:37]2N(O)N=N[C:38]=2[CH:39]=1.CCN(C(C)C)C(C)C.CCN=C=NCCCN(C)C.CN([CH:67]=[O:68])C. (5) The reactants are: [OH:1][CH2:2][CH2:3][C:4]1[CH:12]=[CH:11][CH:10]=[C:9]2[C:5]=1[CH2:6][C:7](=[O:13])[NH:8]2.[O:14]=[C:15]1[C:20]2=[CH:21][NH:22][C:23]([CH:24]=O)=[C:19]2[CH2:18][CH2:17][NH:16]1.N1CCCCC1. Given the product [OH:1][CH2:2][CH2:3][C:4]1[CH:12]=[CH:11][CH:10]=[C:9]2[C:5]=1[C:6](=[CH:24][C:23]1[NH:22][CH:21]=[C:20]3[C:19]=1[CH2:18][CH2:17][NH:16][C:15]3=[O:14])[C:7](=[O:13])[NH:8]2, predict the reactants needed to synthesize it. (6) Given the product [OH:33][N:32]=[C:1]([N:3]1[CH2:4][CH:5]([C:7]2[O:11][N:10]=[C:9]([C:12]3[CH:13]=[CH:14][C:15]([CH3:30])=[C:16]([NH:18][C:19]([C:21]4[N:25]5[CH:26]=[CH:27][CH:28]=[CH:29][C:24]5=[N:23][CH:22]=4)=[O:20])[CH:17]=3)[N:8]=2)[CH2:6]1)[NH2:2], predict the reactants needed to synthesize it. The reactants are: [C:1]([N:3]1[CH2:6][CH:5]([C:7]2[O:11][N:10]=[C:9]([C:12]3[CH:13]=[CH:14][C:15]([CH3:30])=[C:16]([NH:18][C:19]([C:21]4[N:25]5[CH:26]=[CH:27][CH:28]=[CH:29][C:24]5=[N:23][CH:22]=4)=[O:20])[CH:17]=3)[N:8]=2)[CH2:4]1)#[N:2].Cl.[NH2:32][OH:33].CCN(C(C)C)C(C)C.